This data is from Catalyst prediction with 721,799 reactions and 888 catalyst types from USPTO. The task is: Predict which catalyst facilitates the given reaction. Reactant: [Cl:1][C:2]1[CH:3]=[CH:4][C:5]([N+:12]([O-])=O)=[C:6]2[C:11]=1[CH:10]=[N:9][CH:8]=[CH:7]2. Product: [Cl:1][C:2]1[C:11]2[CH:10]=[N:9][CH:8]=[CH:7][C:6]=2[C:5]([NH2:12])=[CH:4][CH:3]=1. The catalyst class is: 183.